Dataset: Full USPTO retrosynthesis dataset with 1.9M reactions from patents (1976-2016). Task: Predict the reactants needed to synthesize the given product. Given the product [NH2:18][C:19]1[NH:24][C:23](=[O:25])[C:22]2[C:9]([C:2]3[C:3]([CH3:8])=[CH:4][C:5]([CH3:7])=[CH:6][C:1]=3[CH3:12])=[CH:10][N:26]([CH3:27])[C:21]=2[N:20]=1, predict the reactants needed to synthesize it. The reactants are: [C:1]1([CH3:12])[CH:6]=[C:5]([CH3:7])[CH:4]=[C:3]([CH3:8])[C:2]=1[CH2:9][CH:10]=O.Br[Si](C)(C)C.[NH2:18][C:19]1[N:24]=[C:23]([OH:25])[CH:22]=[C:21]([NH:26][CH3:27])[N:20]=1.